This data is from Forward reaction prediction with 1.9M reactions from USPTO patents (1976-2016). The task is: Predict the product of the given reaction. (1) Given the reactants [CH2:1]1[C:11]2=[C:12]3[C:7](=[CH:8][CH:9]=[CH:10]2)[CH:6]([N:13]2[CH2:18][CH2:17][CH:16]([N:19]4[C:23]5[CH:24]=[CH:25][CH:26]=[CH:27][C:22]=5[NH:21][C:20]4=[O:28])[CH2:15][CH2:14]2)[CH2:5][CH2:4][CH:3]3[CH2:2]1.CC(N(C)C)=O.C(=O)([O-])[O-].[K+].[K+].Br[CH2:42][CH2:43][CH2:44][OH:45], predict the reaction product. The product is: [CH2:1]1[C:11]2=[C:12]3[C:7](=[CH:8][CH:9]=[CH:10]2)[CH:6]([N:13]2[CH2:18][CH2:17][CH:16]([N:19]4[C:23]5[CH:24]=[CH:25][CH:26]=[CH:27][C:22]=5[N:21]([CH2:42][CH2:43][CH2:44][OH:45])[C:20]4=[O:28])[CH2:15][CH2:14]2)[CH2:5][CH2:4][CH:3]3[CH2:2]1. (2) Given the reactants C(OC([N:8]1[CH2:13][CH2:12][CH:11]([C:14]2[S:15][CH:16]=[C:17]([C:19]([N:21]3[C@@H:30]4[C@@H:25]([CH2:26][CH2:27][CH2:28][CH2:29]4)[CH2:24][CH2:23][CH2:22]3)=[O:20])[CH:18]=2)[CH2:10][CH2:9]1)=O)(C)(C)C.C(O)(C(F)(F)F)=O, predict the reaction product. The product is: [N:21]1([C:19]([C:17]2[CH:18]=[C:14]([CH:11]3[CH2:10][CH2:9][NH:8][CH2:13][CH2:12]3)[S:15][CH:16]=2)=[O:20])[C@@H:30]2[C@@H:25]([CH2:26][CH2:27][CH2:28][CH2:29]2)[CH2:24][CH2:23][CH2:22]1. (3) Given the reactants [Si]([O:18][C@@H:19]([CH3:51])[C:20]([N:22]1[N:26]=[C:25]([C:27]2[CH:32]=[CH:31][CH:30]=[C:29]([F:33])[CH:28]=2)[S:24][C:23]1([CH2:40][CH2:41][CH2:42][NH:43][C:44](=[O:50])[O:45][C:46]([CH3:49])([CH3:48])[CH3:47])[C:34]1[CH:39]=[CH:38][CH:37]=[CH:36][CH:35]=1)=[O:21])(C(C)(C)C)(C1C=CC=CC=1)C1C=CC=CC=1.CCCC[N+](CCCC)(CCCC)CCCC.[F-], predict the reaction product. The product is: [F:33][C:29]1[CH:28]=[C:27]([C:25]2[S:24][C@@:23]([CH2:40][CH2:41][CH2:42][NH:43][C:44](=[O:50])[O:45][C:46]([CH3:48])([CH3:47])[CH3:49])([C:34]3[CH:39]=[CH:38][CH:37]=[CH:36][CH:35]=3)[N:22]([C:20](=[O:21])[C@@H:19]([OH:18])[CH3:51])[N:26]=2)[CH:32]=[CH:31][CH:30]=1. (4) Given the reactants [OH:1][C:2]([C:36]1[CH:41]=[CH:40][CH:39]=[CH:38][CH:37]=1)([C:30]1[CH:35]=[CH:34][CH:33]=[CH:32][CH:31]=1)[CH:3]1[CH2:8][CH2:7][N:6]([CH2:9][CH2:10][CH2:11][C:12]([C:17]2[CH:22]=[CH:21][C:20]([C:23]([CH3:29])([CH3:28])[C:24]([O:26][CH3:27])=[O:25])=[CH:19][CH:18]=2)(OC)[O:13]C)[CH2:5][CH2:4]1.CO.S(=O)(=O)(O)O.N, predict the reaction product. The product is: [OH:1][C:2]([C:36]1[CH:41]=[CH:40][CH:39]=[CH:38][CH:37]=1)([C:30]1[CH:35]=[CH:34][CH:33]=[CH:32][CH:31]=1)[CH:3]1[CH2:8][CH2:7][N:6]([CH2:9][CH2:10][CH2:11][C:12]([C:17]2[CH:22]=[CH:21][C:20]([C:23]([CH3:29])([CH3:28])[C:24]([O:26][CH3:27])=[O:25])=[CH:19][CH:18]=2)=[O:13])[CH2:5][CH2:4]1. (5) Given the reactants C(O)(=O)C.[NH2:5][CH2:6][CH2:7][NH:8][S:9]([C:12]1[CH:17]=[CH:16][CH:15]=[CH:14][C:13]=1[N+:18]([O-:20])=[O:19])(=[O:11])=[O:10].C(N(CC)CC)C.Br[CH2:29][C:30]([O:32][CH2:33][CH3:34])=[O:31], predict the reaction product. The product is: [CH2:33]([O:32][C:30](=[O:31])[CH2:29][NH:5][CH2:6][CH2:7][NH:8][S:9]([C:12]1[CH:17]=[CH:16][CH:15]=[CH:14][C:13]=1[N+:18]([O-:20])=[O:19])(=[O:11])=[O:10])[CH3:34]. (6) Given the reactants [O:1]1[C:6]2[CH:7]=[CH:8][CH:9]=[CH:10][C:5]=2[CH:4]=[CH:3][CH:2]1[CH2:11][OH:12].[I:13]I.CCOC(C)=O, predict the reaction product. The product is: [I:13][C:9]1[CH:8]=[CH:7][C:6]2[O:1][CH:2]([CH2:11][OH:12])[CH:3]=[CH:4][C:5]=2[CH:10]=1. (7) Given the reactants [CH3:1][C:2]1[CH2:3][CH:4]([CH:9]2[CH2:14][CH2:13][N:12]([C:15]([O:17][CH2:18][C:19]3[CH:24]=[CH:23][CH:22]=[CH:21][CH:20]=3)=[O:16])[CH2:11][CH2:10]2)[C:5](=[O:8])[NH:6][N:7]=1, predict the reaction product. The product is: [CH3:1][C:2]1[CH:3]=[C:4]([CH:9]2[CH2:14][CH2:13][N:12]([C:15]([O:17][CH2:18][C:19]3[CH:20]=[CH:21][CH:22]=[CH:23][CH:24]=3)=[O:16])[CH2:11][CH2:10]2)[C:5](=[O:8])[NH:6][N:7]=1.